This data is from Catalyst prediction with 721,799 reactions and 888 catalyst types from USPTO. The task is: Predict which catalyst facilitates the given reaction. (1) Reactant: Cl[C:2]1[N:7]2[N:8]=[CH:9][CH:10]=[C:6]2[N:5]=[C:4]([C:11]2[CH:16]=[CH:15][C:14]([C:17]([F:20])([F:19])[F:18])=[CH:13][CH:12]=2)[CH:3]=1.[CH3:21][Zn]C.[C:24]1(C)C=CC=C[CH:25]=1.[NH4+].[Cl-]. Product: [C:24]([C:10]1[CH:9]=[N:8][N:7]2[C:2]([CH3:21])=[CH:3][C:4]([C:11]3[CH:16]=[CH:15][C:14]([C:17]([F:20])([F:19])[F:18])=[CH:13][CH:12]=3)=[N:5][C:6]=12)#[CH:25]. The catalyst class is: 1. (2) Reactant: [NH2:1][C:2]1[CH:20]=[CH:19][CH:18]=[CH:17][C:3]=1[CH2:4][CH:5]1[CH2:9][CH2:8][N:7]([CH:10]2[CH2:15][CH2:14][CH2:13][CH2:12][CH2:11]2)[C:6]1=[O:16].[CH2:21]([N:23]=[C:24]=[O:25])[CH3:22].C(OCC)(=O)C.O. Product: [CH:10]1([N:7]2[CH2:8][CH2:9][CH:5]([CH2:4][C:3]3[CH:17]=[CH:18][CH:19]=[CH:20][C:2]=3[NH:1][C:24]([NH:23][CH2:21][CH3:22])=[O:25])[C:6]2=[O:16])[CH2:11][CH2:12][CH2:13][CH2:14][CH2:15]1. The catalyst class is: 11. (3) Reactant: [Cl:1][C:2]1[CH:3]=[N+:4]([O-:8])[CH:5]=[CH:6][CH:7]=1.[N+:9]([O-])([OH:11])=[O:10]. Product: [Cl:1][C:2]1[CH:3]=[N+:4]([O-:8])[CH:5]=[CH:6][C:7]=1[N+:9]([O-:11])=[O:10]. The catalyst class is: 82. (4) The catalyst class is: 6. Reactant: [OH-:1].[Na+:2].C[O:4][C:5](=[O:13])[C:6]([F:12])([F:11])[S:7](F)(=[O:9])=[O:8]. Product: [C:5]([C:6]([F:12])([F:11])[S:7]([O-:1])(=[O:9])=[O:8])([OH:4])=[O:13].[Na+:2]. (5) Reactant: [Cl:1][C:2]1[CH:7]=[CH:6][C:5]([C:8]2([C:12]3[N:13]=[C:14]([NH:17][CH2:18][CH2:19][CH2:20][N:21]([CH2:24][CH3:25])[CH2:22][CH3:23])[S:15][CH:16]=3)[CH2:11][CH2:10][CH2:9]2)=[CH:4][CH:3]=1.[C:26]([OH:38])(=[O:37])[CH2:27][C:28]([CH2:33][C:34]([OH:36])=[O:35])([C:30]([OH:32])=[O:31])[OH:29]. Product: [C:26]([OH:38])(=[O:37])[CH2:27][C:28]([CH2:33][C:34]([OH:36])=[O:35])([C:30]([OH:32])=[O:31])[OH:29].[Cl:1][C:2]1[CH:7]=[CH:6][C:5]([C:8]2([C:12]3[N:13]=[C:14]([NH:17][CH2:18][CH2:19][CH2:20][N:21]([CH2:22][CH3:23])[CH2:24][CH3:25])[S:15][CH:16]=3)[CH2:11][CH2:10][CH2:9]2)=[CH:4][CH:3]=1. The catalyst class is: 24.